Dataset: Full USPTO retrosynthesis dataset with 1.9M reactions from patents (1976-2016). Task: Predict the reactants needed to synthesize the given product. Given the product [CH3:17][CH2:16][C:15]([N:18]([C:19]1([CH2:25][O:26][CH3:27])[CH2:20][CH2:21][N:22]([CH2:7][CH2:6][C:5]2[S:1][CH:8]=[CH:12][CH:13]=2)[CH2:23][CH2:24]1)[C:28]1[CH:29]=[CH:30][CH:31]=[CH:32][CH:33]=1)=[O:14], predict the reactants needed to synthesize it. The reactants are: [S:1]([C:5]1[CH:13]=[CH:12][C:8]([N+]([O-])=O)=[CH:7][CH:6]=1)(O)(=O)=O.[O:14]=[C:15]([N:18]([C:28]1[CH:33]=[CH:32][CH:31]=[CH:30][CH:29]=1)[C:19]1([CH2:25][O:26][CH3:27])[CH2:24][CH2:23][NH:22][CH2:21][CH2:20]1)[CH2:16][CH3:17].COC(C)(C)C.C(N(CC)CC)C.